From a dataset of Reaction yield outcomes from USPTO patents with 853,638 reactions. Predict the reaction yield, written as a fraction of the theoretical maximum amount of product (1.0 means a 100% yield; for example, 0.34 means a 34% yield). (1) The reactants are Cl[C:2]1[C:11]2[C:6](=[CH:7][CH:8]=[CH:9][CH:10]=2)[N:5]=[C:4]([C:12]([C:14]2[CH:19]=[CH:18][C:17]([F:20])=[CH:16][CH:15]=2)=[O:13])[N:3]=1.[NH2:21][C:22]1[CH:26]=[C:25]([C:27]#[N:28])[NH:24][N:23]=1.CO. The catalyst is CN(C=O)C. The product is [F:20][C:17]1[CH:18]=[CH:19][C:14]([C:12]([C:4]2[N:3]=[C:2]([NH:21][C:22]3[CH:26]=[C:25]([C:27]#[N:28])[NH:24][N:23]=3)[C:11]3[C:6](=[CH:7][CH:8]=[CH:9][CH:10]=3)[N:5]=2)=[O:13])=[CH:15][CH:16]=1. The yield is 0.234. (2) The reactants are [CH:1]([N:4](CC)[CH:5](C)C)(C)C.[C:10]([O:14][C:15]([NH:17][C@@H:18]([CH:22]([CH3:24])[CH3:23])[C:19](O)=[O:20])=[O:16])([CH3:13])([CH3:12])[CH3:11].Cl.CN(C)CCCN=C=NCC.CNC. The catalyst is C1COCC1.C(Cl)Cl. The product is [CH3:1][N:4]([CH3:5])[C:19]([C@@H:18]([NH:17][C:15](=[O:16])[O:14][C:10]([CH3:13])([CH3:12])[CH3:11])[CH:22]([CH3:24])[CH3:23])=[O:20]. The yield is 0.536. (3) The reactants are [Cl:1][C:2]1[CH:7]=[C:6](F)[CH:5]=[CH:4][N:3]=1.Cl.[NH2:10][C:11]1[C:20]2[C:15](=[CH:16][CH:17]=[CH:18][CH:19]=2)[C:14]([OH:21])=[CH:13][CH:12]=1.CC(C)([O-])C.[K+]. The catalyst is CN1C(=O)CCC1.O. The product is [Cl:1][C:2]1[CH:7]=[C:6]([O:21][C:14]2[C:15]3[C:20](=[CH:19][CH:18]=[CH:17][CH:16]=3)[C:11]([NH2:10])=[CH:12][CH:13]=2)[CH:5]=[CH:4][N:3]=1. The yield is 0.920. (4) The yield is 0.790. The reactants are [F:1][C:2]1[CH:3]=[C:4]([NH:9][C:10]([C:12]2[NH:13][C:14]3[C:19]([CH:20]=2)=[CH:18][C:17]([CH:21]2[CH2:25][CH2:24][NH:23][CH2:22]2)=[CH:16][CH:15]=3)=[O:11])[CH:5]=[C:6]([F:8])[CH:7]=1.C(N(CC)C(C)C)(C)C.FC(F)(F)S(O[CH2:41][C:42]([F:45])([F:44])[F:43])(=O)=O. The catalyst is O1CCCC1.C(OCC)(=O)C. The product is [F:1][C:2]1[CH:3]=[C:4]([NH:9][C:10]([C:12]2[NH:13][C:14]3[C:19]([CH:20]=2)=[CH:18][C:17]([CH:21]2[CH2:25][CH2:24][N:23]([CH2:41][C:42]([F:45])([F:44])[F:43])[CH2:22]2)=[CH:16][CH:15]=3)=[O:11])[CH:5]=[C:6]([F:8])[CH:7]=1. (5) The reactants are [CH2:1]([OH:9])[CH2:2][CH2:3][CH2:4][CH2:5][CH2:6][CH2:7][CH3:8]. The catalyst is C1(C)C=CC=CC=1. The product is [CH2:1]([O:9][CH2:1][CH2:2][CH2:3][CH2:4][CH2:5][CH2:6][CH2:7][CH3:8])[CH2:2][CH2:3][CH2:4][CH2:5][CH2:6][CH2:7][CH3:8]. The yield is 0.0300. (6) The reactants are [CH:1]1([NH2:7])[CH2:6][CH2:5][CH2:4][CH2:3][CH2:2]1.[C:8]([O:12][C:13](=[O:28])[CH2:14][C@@H:15]([CH2:19][CH2:20][CH2:21][C:22]1[CH:27]=[CH:26][CH:25]=[CH:24][CH:23]=1)[C:16]([OH:18])=[O:17])([CH3:11])([CH3:10])[CH3:9].C(OCC)(=O)C.C(O)(=O)CC(CC(O)=O)(C(O)=O)O.C1(N)CCCCC1. The catalyst is CO. The product is [CH:1]1([NH2:7])[CH2:6][CH2:5][CH2:4][CH2:3][CH2:2]1.[C:8]([O:12][C:13](=[O:28])[CH2:14][C@@H:15]([CH2:19][CH2:20][CH2:21][CH:22]1[CH2:23][CH2:24][CH2:25][CH2:26][CH2:27]1)[C:16]([OH:18])=[O:17])([CH3:11])([CH3:9])[CH3:10]. The yield is 0.710.